From a dataset of Full USPTO retrosynthesis dataset with 1.9M reactions from patents (1976-2016). Predict the reactants needed to synthesize the given product. (1) Given the product [F:1][C:2]1[CH:3]=[C:4]([C:17]23[CH2:24][CH2:23][C:20]([CH2:25][CH2:26][O:27][CH2:28][C:29]([NH:40][O:41][CH:43]4[CH2:42][CH2:51][CH2:52][CH2:53][O:54]4)=[O:30])([CH2:21][CH2:22]2)[CH2:19][O:18]3)[CH:5]=[C:6]([O:8][C:9]2[CH:14]=[CH:13][C:12]([CH3:15])=[C:11]([F:16])[CH:10]=2)[CH:7]=1, predict the reactants needed to synthesize it. The reactants are: [F:1][C:2]1[CH:3]=[C:4]([C:17]23[CH2:24][CH2:23][C:20]([CH2:25][CH2:26][O:27][CH2:28][C:29](O)=[O:30])([CH2:21][CH2:22]2)[CH2:19][O:18]3)[CH:5]=[C:6]([O:8][C:9]2[CH:14]=[CH:13][C:12]([CH3:15])=[C:11]([F:16])[CH:10]=2)[CH:7]=1.C1C=CC2[N:40]([OH:41])N=NC=2C=1.[CH2:42](Cl)[CH2:43]Cl.CN(C=O)C.[CH2:51]1C[O:54][CH2:53][CH2:52]1. (2) Given the product [OH:1][C:2]1[CH:3]=[C:4]([CH:5]2[C:22]3[C:21](=[O:26])[CH2:20][CH:19]([C:12]4[C:13]([CH3:18])=[CH:14][C:15]([CH3:17])=[CH:16][C:11]=4[CH3:10])[CH2:24][C:23]=3[NH:49][C:37]([CH3:38])=[C:36]2[S:33]([CH3:32])(=[O:35])=[O:34])[CH:7]=[CH:8][CH:9]=1, predict the reactants needed to synthesize it. The reactants are: [OH:1][C:2]1[CH:3]=[C:4]([CH:7]=[CH:8][CH:9]=1)[CH:5]=O.[CH3:10][C:11]1[CH:16]=[C:15]([CH3:17])[CH:14]=[C:13]([CH3:18])[C:12]=1[CH:19]1[CH2:24][C:23](=O)[CH2:22][C:21](=[O:26])[CH2:20]1.C([O-])(=O)C.[NH4+].[CH3:32][S:33]([CH2:36][C:37](=O)[CH3:38])(=[O:35])=[O:34].F[B-](F)(F)F.C([N+:49]1C=CN(C)C=1)CCC. (3) Given the product [CH3:1][O:2][C:3]1[CH:4]=[C:5]([CH:20]=[CH:21][C:22]=1[O:23][CH3:24])[O:6][CH2:7][CH2:8][N:9]1[CH2:17][CH2:16][CH:15]2[N:18]([S:44]([C:42]3[CH:41]=[CH:40][C:38]4[NH:39][C:35](=[O:34])[S:36][C:37]=4[CH:43]=3)(=[O:46])=[O:45])[CH:11]([CH2:12][CH2:13][CH2:14]2)[C:10]1=[O:19], predict the reactants needed to synthesize it. The reactants are: [CH3:1][O:2][C:3]1[CH:4]=[C:5]([CH:20]=[CH:21][C:22]=1[O:23][CH3:24])[O:6][CH2:7][CH2:8][N:9]1[CH2:17][CH2:16][CH:15]2[NH:18][CH:11]([CH2:12][CH2:13][CH2:14]2)[C:10]1=[O:19].CCN(C(C)C)C(C)C.[O:34]=[C:35]1[NH:39][C:38]2[CH:40]=[CH:41][C:42]([S:44](Cl)(=[O:46])=[O:45])=[CH:43][C:37]=2[S:36]1. (4) Given the product [CH:1]1([CH2:29][C:28]([OH:38])=[O:27])[C:2]2[C:3](=[CH:4][CH:5]=[CH:6][CH:7]=2)[CH2:10][CH2:9][O:8]1, predict the reactants needed to synthesize it. The reactants are: [CH2:1]([O:8][C:9](=O)/[CH:10]=C(/C1C=CC=CN=1)\C)[C:2]1[CH:7]=[CH:6][CH:5]=[CH:4][CH:3]=1.C([O:27][C:28](=[O:38])/[CH:29]=C(\C1C=CC=CN=1)/C)C1C=CC=CC=1.